This data is from Catalyst prediction with 721,799 reactions and 888 catalyst types from USPTO. The task is: Predict which catalyst facilitates the given reaction. (1) Reactant: Cl[C:2]1[C:7]([CH:8]([CH2:13][CH2:14][CH3:15])[C:9]([O:11][CH3:12])=[O:10])=[C:6]([CH3:16])[N:5]=[C:4]([N:17]2[CH2:22][CH2:21][CH2:20][CH2:19][CH2:18]2)[N:3]=1.C(N(CC)C(C)C)(C)C.[F:32][C:33]1[CH:38]=[C:37]([O:39][CH3:40])[CH:36]=[CH:35][C:34]=1B(O)O. Product: [F:32][C:33]1[CH:38]=[C:37]([O:39][CH3:40])[CH:36]=[CH:35][C:34]=1[C:2]1[C:7]([CH:8]([CH2:13][CH2:14][CH3:15])[C:9]([O:11][CH3:12])=[O:10])=[C:6]([CH3:16])[N:5]=[C:4]([N:17]2[CH2:22][CH2:21][CH2:20][CH2:19][CH2:18]2)[N:3]=1. The catalyst class is: 108. (2) Reactant: [CH3:1][O:2][C:3]1[CH:4]=[C:5]([CH:7]=[CH:8][C:9]=1[C:10]1[O:14][N:13]=[C:12]([CH3:15])[CH:11]=1)[NH2:6].[C:16](N1C=CC=CC1=O)(N1C=CC=CC1=O)=[S:17]. Product: [N:6]([C:5]1[CH:7]=[CH:8][C:9]([C:10]2[O:14][N:13]=[C:12]([CH3:15])[CH:11]=2)=[C:3]([O:2][CH3:1])[CH:4]=1)=[C:16]=[S:17]. The catalyst class is: 4.